Predict the reactants needed to synthesize the given product. From a dataset of Full USPTO retrosynthesis dataset with 1.9M reactions from patents (1976-2016). (1) Given the product [Cl:1][C:2]1[CH:3]=[C:4](/[CH:9]=[CH:10]/[C:11]([N:13]2[CH2:19][CH2:18][C:17](=[O:20])[N:16]([CH2:22][C:23]([N:25]([O:27][CH3:28])[CH3:26])=[O:24])[CH2:15][CH2:14]2)=[O:12])[CH:5]=[CH:6][C:7]=1[Cl:8], predict the reactants needed to synthesize it. The reactants are: [Cl:1][C:2]1[CH:3]=[C:4](/[CH:9]=[CH:10]/[C:11]([N:13]2[CH2:19][CH2:18][C:17](=[O:20])[NH:16][CH2:15][CH2:14]2)=[O:12])[CH:5]=[CH:6][C:7]=1[Cl:8].Br[CH2:22][C:23]([N:25]([O:27][CH3:28])[CH3:26])=[O:24].[H-].[Na+].OS([O-])(=O)=O.[K+]. (2) The reactants are: Br.C(O)(=O)C.BrBr.[F:8][C:9]1[CH:14]=[CH:13][C:12]([C:15]2[N:16]=[C:17]([CH:27]([CH3:29])[CH3:28])[NH:18][C:19]=2[C:20]2[CH:25]=[CH:24][CH:23]=[C:22]([CH3:26])[N:21]=2)=[CH:11][C:10]=1[C:30](=O)[CH3:31].[NH2:33][C:34]([NH2:36])=[O:35].C([O-])(=O)C.[NH4+]. Given the product [F:8][C:9]1[CH:14]=[CH:13][C:12]([C:15]2[N:16]=[C:17]([CH:27]([CH3:29])[CH3:28])[NH:18][C:19]=2[C:20]2[CH:25]=[CH:24][CH:23]=[C:22]([CH3:26])[N:21]=2)=[CH:11][C:10]=1[C:30]1[NH:33][C:34](=[O:35])[NH:36][CH:31]=1, predict the reactants needed to synthesize it. (3) Given the product [Cl:1][CH2:2][CH2:3][C:5]1[CH:6]=[C:7]2[C:11](=[CH:12][CH:13]=1)[NH:10][C:9](=[O:14])[CH2:8]2, predict the reactants needed to synthesize it. The reactants are: [Cl:1][CH2:2][C:3]([C:5]1[CH:6]=[C:7]2[C:11](=[CH:12][CH:13]=1)[NH:10][C:9](=[O:14])[CH2:8]2)=O.C([SiH](CC)CC)C.O. (4) The reactants are: [NH2:1][C:2]1[N:10]=[CH:9][CH:8]=[CH:7][C:3]=1[C:4]([OH:6])=O.ON1C2C=CC=CC=2N=N1.CN(C)CCCN=C=NCC.[NH2:32][CH2:33][C:34]1[CH:39]=[CH:38][C:37]([OH:40])=[CH:36][CH:35]=1.[OH-].[Na+:42]. Given the product [NH2:1][C:2]1[C:3]([C:4]([NH:32][CH2:33][C:34]2[CH:39]=[CH:38][C:37]([O-:40])=[CH:36][CH:35]=2)=[O:6])=[CH:7][CH:8]=[CH:9][N:10]=1.[Na+:42], predict the reactants needed to synthesize it. (5) Given the product [NH2:37][C@@H:34]1[CH2:35][CH2:36][N:32]([CH2:31][C:3]2[C:2]([Cl:1])=[C:11]3[C:6]([C:7](=[O:25])[N:8]([CH2:12][C:13]4[CH:18]=[C:17]([Cl:19])[CH:16]=[CH:15][C:14]=4[S:20]([CH2:23][CH3:24])(=[O:21])=[O:22])[CH:9]=[N:10]3)=[CH:5][C:4]=2[O:26][C:27]([F:28])([F:29])[F:30])[CH2:33]1, predict the reactants needed to synthesize it. The reactants are: [Cl:1][C:2]1[C:3]([CH2:31][N:32]2[CH2:36][CH2:35][C@@H:34]([NH:37]C(=O)OC(C)(C)C)[CH2:33]2)=[C:4]([O:26][C:27]([F:30])([F:29])[F:28])[CH:5]=[C:6]2[C:11]=1[N:10]=[CH:9][N:8]([CH2:12][C:13]1[CH:18]=[C:17]([Cl:19])[CH:16]=[CH:15][C:14]=1[S:20]([CH2:23][CH3:24])(=[O:22])=[O:21])[C:7]2=[O:25].Cl.C(S(N1C=CC=C1CN)(=O)=O)C. (6) The reactants are: C([O:3][C:4](=[O:18])[C:5]([S:8][C:9]1[CH:14]=[CH:13][C:12]([C:15]#[N:16])=[CH:11][C:10]=1[F:17])([CH3:7])[CH3:6])C.C[Si](C)(C)[O-].[K+]. Given the product [C:15]([C:12]1[CH:13]=[CH:14][C:9]([S:8][C:5]([CH3:6])([CH3:7])[C:4]([OH:18])=[O:3])=[C:10]([F:17])[CH:11]=1)#[N:16], predict the reactants needed to synthesize it. (7) The reactants are: Cl[C:2]1[C:7]([N:8]2[CH2:13][CH2:12][O:11][CH2:10][CH2:9]2)=[CH:6][CH:5]=[CH:4][C:3]=1[N:14]1[CH2:19][CH2:18][N:17](C(C2C=CC=C(C(F)(F)F)C=2Cl)=O)[CH2:16][C:15]1=[O:33].[Cl:34][C:35]1[C:43]([Cl:44])=[CH:42][CH:41]=[CH:40][C:36]=1[C:37](Cl)=[O:38].Br[C:46]1C(C)=C([N+]([O-])=O)C=CC=1.BrC1C=CC=C([N+]([O-])=O)C=1Cl. Given the product [Cl:34][C:35]1[C:43]([Cl:44])=[CH:42][CH:41]=[CH:40][C:36]=1[C:37]([N:17]1[CH2:18][CH2:19][N:14]([C:3]2[CH:4]=[CH:5][CH:6]=[C:7]([N:8]3[CH2:9][CH2:10][O:11][CH2:12][CH2:13]3)[C:2]=2[CH3:46])[C:15](=[O:33])[CH2:16]1)=[O:38], predict the reactants needed to synthesize it. (8) Given the product [F:27][C:11]([F:28])([C:8]1[N:6]2[CH:7]=[C:2]([C:33]3[CH:32]=[N:31][N:30]([CH3:29])[CH:34]=3)[CH:3]=[CH:4][C:5]2=[N:10][N:9]=1)[C:12]1[CH:13]=[CH:14][C:15]2[N:16]([CH:18]=[C:19]([NH:21][C:22]([CH:24]3[CH2:26][CH2:25]3)=[O:23])[N:20]=2)[N:17]=1, predict the reactants needed to synthesize it. The reactants are: Br[C:2]1[CH:3]=[CH:4][C:5]2[N:6]([C:8]([C:11]([F:28])([F:27])[C:12]3[CH:13]=[CH:14][C:15]4[N:16]([CH:18]=[C:19]([NH:21][C:22]([CH:24]5[CH2:26][CH2:25]5)=[O:23])[N:20]=4)[N:17]=3)=[N:9][N:10]=2)[CH:7]=1.[CH3:29][N:30]1[CH:34]=[C:33](B2OC(C)(C)C(C)(C)O2)[CH:32]=[N:31]1.C(Cl)Cl.C([O-])([O-])=O.[Na+].[Na+]. (9) Given the product [OH:11][CH2:9][CH:7]([NH:8][C:20](=[O:21])[O:22][C:23]([CH3:26])([CH3:25])[CH3:24])[C:1]1[CH:2]=[CH:3][CH:4]=[CH:5][CH:6]=1, predict the reactants needed to synthesize it. The reactants are: [C:1]1([CH:7]([C:9]([OH:11])=O)[NH2:8])[CH:6]=[CH:5][CH:4]=[CH:3][CH:2]=1.[H-].[Al+3].[Li+].[H-].[H-].[H-].[OH-].[Na+].[C:20](O[C:20]([O:22][C:23]([CH3:26])([CH3:25])[CH3:24])=[O:21])([O:22][C:23]([CH3:26])([CH3:25])[CH3:24])=[O:21].S([O-])([O-])(=O)=O.[Na+].[Na+]. (10) Given the product [ClH:25].[CH3:24][CH:10]1[CH2:9][NH:8][CH2:13][CH2:12][N:11]1[C:14]1[CH:15]=[CH:16][C:17]([C:20]([F:23])([F:21])[F:22])=[CH:18][CH:19]=1, predict the reactants needed to synthesize it. The reactants are: C(OC([N:8]1[CH2:13][CH2:12][N:11]([C:14]2[CH:19]=[CH:18][C:17]([C:20]([F:23])([F:22])[F:21])=[CH:16][CH:15]=2)[CH:10]([CH3:24])[CH2:9]1)=O)(C)(C)C.[ClH:25].